The task is: Predict which catalyst facilitates the given reaction.. This data is from Catalyst prediction with 721,799 reactions and 888 catalyst types from USPTO. (1) Reactant: [CH3:1][N:2]1[C:10]2[C:5](=[CH:6][CH:7]=[C:8]([N+:11]([O-:13])=[O:12])[CH:9]=2)[CH:4]=[CH:3]1.[F:14][C:15]([F:26])([F:25])[C:16](O[C:16](=[O:17])[C:15]([F:26])([F:25])[F:14])=[O:17]. Product: [F:14][C:15]([F:26])([F:25])[C:16]([C:4]1[C:5]2[C:10](=[CH:9][C:8]([N+:11]([O-:13])=[O:12])=[CH:7][CH:6]=2)[N:2]([CH3:1])[CH:3]=1)=[O:17]. The catalyst class is: 7. (2) Reactant: [CH2:1]([O:3][C:4](=[O:19])[CH2:5][CH2:6][NH:7][C:8]1[CH:13]=[C:12]([C:14]#[N:15])[CH:11]=[CH:10][C:9]=1[N+:16]([O-])=O)[CH3:2]. Product: [CH2:1]([O:3][C:4](=[O:19])[CH2:5][CH2:6][NH:7][C:8]1[CH:13]=[C:12]([C:14]#[N:15])[CH:11]=[CH:10][C:9]=1[NH2:16])[CH3:2]. The catalyst class is: 19. (3) Reactant: C(O[C:5](=[O:7])[CH3:6])(=O)C.[NH2:8][C:9]1[CH:16]=[CH:15][C:12]([C:13]#[N:14])=[C:11]([CH3:17])[C:10]=1[CH3:18]. Product: [C:13]([C:12]1[CH:15]=[CH:16][C:9]([NH:8][C:5](=[O:7])[CH3:6])=[C:10]([CH3:18])[C:11]=1[CH3:17])#[N:14]. The catalyst class is: 13. (4) Reactant: CC([O-])(C)C.[Na+].Cl[C:8]1[CH:13]=[CH:12][C:11]([CH3:14])=[CH:10][CH:9]=1.[CH3:15][CH:16]([CH3:20])[C:17](=[O:19])[CH3:18].[C:21]1([CH3:27])[CH:26]=[CH:25][CH:24]=[CH:23][CH:22]=1. Product: [CH3:27][C:21]1[CH:26]=[CH:25][C:24]([CH:18]([C:8]2[CH:13]=[CH:12][C:11]([CH3:14])=[CH:10][CH:9]=2)[C:17](=[O:19])[CH:16]([CH3:20])[CH3:15])=[CH:23][CH:22]=1. The catalyst class is: 110. (5) Reactant: FC(F)(F)C([O-])=O.[CH2:8]([NH:10][C:11]([C:13]1[CH:29]=[CH:28][C:16]2[N:17]([CH:22]3[CH2:27][CH2:26][NH2+:25][CH2:24][CH2:23]3)[C:18](=[O:21])[N:19]([CH3:20])[C:15]=2[CH:14]=1)=[O:12])[CH3:9].C(N(CC)CC)C.[Cl:37][CH2:38][C:39]([N:41]1[CH2:46][CH2:45][C:44]([CH3:48])([CH3:47])[CH2:43][CH2:42]1)=[O:40].C(=O)(O)[O-].[Na+]. Product: [Cl-:37].[CH3:47][C:44]1([CH3:48])[CH2:43][CH2:42][N:41]([C:39](=[O:40])[CH2:38][NH+:25]2[CH2:24][CH2:23][CH:22]([N:17]3[C:16]4[CH:28]=[CH:29][C:13]([C:11]([NH:10][CH2:8][CH3:9])=[O:12])=[CH:14][C:15]=4[N:19]([CH3:20])[C:18]3=[O:21])[CH2:27][CH2:26]2)[CH2:46][CH2:45]1. The catalyst class is: 9. (6) Reactant: ClC(Cl)C.[CH3:5][O:6][C:7]1[CH:44]=[CH:43][C:10]([CH2:11][N:12]([CH2:34][C:35]2[CH:40]=[CH:39][C:38]([O:41][CH3:42])=[CH:37][CH:36]=2)[C:13]2[N:18]=[CH:17][C:16]([C:19]3[C:20]4[CH2:33][CH2:32][NH:31][C:21]=4[N:22]=[C:23]([N:25]4[CH2:30][CH2:29][O:28][CH2:27][CH2:26]4)[N:24]=3)=[CH:15][N:14]=2)=[CH:9][CH:8]=1.[I:45][C:46]1[CH:51]=[CH:50][C:49]([N:52]=[C:53]=[O:54])=[CH:48][CH:47]=1. Product: [I:45][C:46]1[CH:51]=[CH:50][C:49]([NH:52][C:53]([N:31]2[C:21]3[N:22]=[C:23]([N:25]4[CH2:30][CH2:29][O:28][CH2:27][CH2:26]4)[N:24]=[C:19]([C:16]4[CH:15]=[N:14][C:13]([N:12]([CH2:11][C:10]5[CH:9]=[CH:8][C:7]([O:6][CH3:5])=[CH:44][CH:43]=5)[CH2:34][C:35]5[CH:36]=[CH:37][C:38]([O:41][CH3:42])=[CH:39][CH:40]=5)=[N:18][CH:17]=4)[C:20]=3[CH2:33][CH2:32]2)=[O:54])=[CH:48][CH:47]=1. The catalyst class is: 850. (7) Product: [C:35]([O:39][C:40](=[O:53])[N:41]([CH2:46][C:47]1[CH:48]=[CH:49][CH:50]=[CH:51][CH:52]=1)[CH2:42][CH2:43]/[CH:44]=[CH:7]/[C:6]1[CH:5]=[CH:4][C:3]([F:2])=[CH:28][CH:27]=1)([CH3:36])([CH3:37])[CH3:38]. The catalyst class is: 1. Reactant: [Br-].[F:2][C:3]1[CH:28]=[CH:27][C:6]([CH2:7][P+](C2C=CC=CC=2)(C2C=CC=CC=2)C2C=CC=CC=2)=[CH:5][CH:4]=1.CC([O-])(C)C.[K+].[C:35]([O:39][C:40](=[O:53])[N:41]([CH2:46][C:47]1[CH:52]=[CH:51][CH:50]=[CH:49][CH:48]=1)[CH2:42][CH2:43][CH:44]=O)([CH3:38])([CH3:37])[CH3:36]. (8) Reactant: [F:1][C:2]([F:25])([F:24])[C:3]1[CH:4]=[C:5]([NH:13][C:14](=[O:23])[C:15]2[CH:20]=[C:19]([Cl:21])[CH:18]=[CH:17][C:16]=2[OH:22])[CH:6]=[C:7]([C:9]([F:12])([F:11])[F:10])[CH:8]=1.N1C=CC=CC=1.[C:32](Cl)(=[O:34])[CH3:33]. Product: [C:32]([O:22][C:16]1[CH:17]=[CH:18][C:19]([Cl:21])=[CH:20][C:15]=1[C:14]([NH:13][C:5]1[CH:6]=[C:7]([C:9]([F:10])([F:11])[F:12])[CH:8]=[C:3]([C:2]([F:1])([F:24])[F:25])[CH:4]=1)=[O:23])(=[O:34])[CH3:33]. The catalyst class is: 7. (9) Reactant: [Cl:1][C:2]1[CH:3]=[C:4]([CH:6]=[CH:7][C:8]=1[O:9][CH2:10][C:11]1[CH:16]=[CH:15][CH:14]=[C:13]([F:17])[CH:12]=1)[NH2:5].Cl.Cl[C:20]1[C:29]2[C:24](=[CH:25][CH:26]=[CH:27][C:28]=2[F:30])[N:23]=[CH:22][N:21]=1.C(N(C(C)C)CC)(C)C. Product: [Cl:1][C:2]1[CH:3]=[C:4]([CH:6]=[CH:7][C:8]=1[O:9][CH2:10][C:11]1[CH:16]=[CH:15][CH:14]=[C:13]([F:17])[CH:12]=1)[NH:5][C:20]1[C:29]2[C:24](=[CH:25][CH:26]=[CH:27][C:28]=2[F:30])[N:23]=[CH:22][N:21]=1. The catalyst class is: 41.